From a dataset of Experimentally validated miRNA-target interactions with 360,000+ pairs, plus equal number of negative samples. Binary Classification. Given a miRNA mature sequence and a target amino acid sequence, predict their likelihood of interaction. The miRNA is mmu-miR-5112 with sequence UAGCUCAGCGGGAGAGCAC. The protein sequence of the target gene is MEDPQPLPQSELPLCDSLIIWLQTFKTASPCQDVKQLTNGVTMAQVLHQIDVAWFSESWLSRIKDDVGDNWRIKASNLKKVLHGITSYYHEFLGQQISEELIPDLNQITECADPVELGRLLQLILGCAVNCEKKQEHIKNIMTLEESVQHVVMTAIQELMSKEIVISPASDTVGELEQQLKRALEELQEAIAEKEELKQRCQELDMQVTTLQDEKNSLVSENEMMNEKLDQLDGSFDDPNTMVAKKYFHVQLQLEQLQEENYRLEAAKDDYRVHCEELEKQLIEFQHRNDELTSLAEETR.... Result: 0 (no interaction).